Dataset: Catalyst prediction with 721,799 reactions and 888 catalyst types from USPTO. Task: Predict which catalyst facilitates the given reaction. (1) Reactant: [N:1]([CH:4]([CH2:10][CH2:11][CH2:12][CH3:13])[CH:5]([OH:9])[C:6]([NH2:8])=[O:7])=[N+]=[N-].[CH3:14][OH:15]. Product: [OH:15][C@H:14]1[CH2:11][CH2:10][CH2:4][CH2:5][C@@H:6]1[NH:8][C:6](=[O:7])[C@@H:5]([OH:9])[C@@H:4]([NH2:1])[CH2:10][CH2:11][CH2:12][CH3:13]. The catalyst class is: 719. (2) Reactant: Br[C:2]1[CH:7]=[CH:6][C:5]([CH2:8][C:9]([NH:11][C:12]2[CH:17]=[CH:16][C:15]([CH2:18][N:19]3[CH2:24][CH2:23][N:22]([CH2:25][CH3:26])[CH2:21][CH2:20]3)=[C:14]([C:27]([F:30])([F:29])[F:28])[CH:13]=2)=[O:10])=[C:4]([F:31])[CH:3]=1.[CH2:32]([O:34][C:35]1[C:36]([O:50][CH2:51][C:52]2[CH:57]=[CH:56][C:55]([O:58][CH3:59])=[CH:54][CH:53]=2)=[N:37][CH:38]=[C:39](B2OC(C)(C)C(C)(C)O2)[CH:40]=1)[CH3:33].C([O-])([O-])=O.[Cs+].[Cs+]. Product: [CH2:32]([O:34][C:35]1[CH:40]=[C:39]([C:2]2[CH:7]=[CH:6][C:5]([CH2:8][C:9]([NH:11][C:12]3[CH:17]=[CH:16][C:15]([CH2:18][N:19]4[CH2:20][CH2:21][N:22]([CH2:25][CH3:26])[CH2:23][CH2:24]4)=[C:14]([C:27]([F:30])([F:28])[F:29])[CH:13]=3)=[O:10])=[C:4]([F:31])[CH:3]=2)[CH:38]=[N:37][C:36]=1[O:50][CH2:51][C:52]1[CH:53]=[CH:54][C:55]([O:58][CH3:59])=[CH:56][CH:57]=1)[CH3:33]. The catalyst class is: 117. (3) The catalyst class is: 4. Reactant: [N:1]1[CH:6]=[CH:5][CH:4]=[CH:3][C:2]=1[N:7]1[CH2:12][CH2:11][N:10]([CH2:13][C:14]2[NH:18][C:17]3[CH:19]=[CH:20][CH:21]=[CH:22][C:16]=3[N:15]=2)[CH2:9][CH2:8]1.Cl[C:24]([O:26][CH2:27][CH:28]([CH3:30])[CH3:29])=[O:25]. Product: [N:1]1[CH:6]=[CH:5][CH:4]=[CH:3][C:2]=1[N:7]1[CH2:8][CH2:9][N:10]([CH2:13][C:14]2[N:15]([C:24]([O:26][CH2:27][CH:28]([CH3:30])[CH3:29])=[O:25])[C:16]3[CH:22]=[CH:21][CH:20]=[CH:19][C:17]=3[N:18]=2)[CH2:11][CH2:12]1. (4) Reactant: [C:1]([O:5][C:6](=[O:18])[NH:7][CH2:8][C:9]1[CH:14]=[C:13](Br)[CH:12]=[C:11]([Cl:16])[C:10]=1[F:17])([CH3:4])([CH3:3])[CH3:2].[CH3:19][N:20]1[CH2:25][CH2:24][NH:23][CH2:22][CH2:21]1.C(=O)([O-])[O-].[Cs+].[Cs+].C1(P(C2C=CC=CC=2)C2C3OC4C(=CC=CC=4P(C4C=CC=CC=4)C4C=CC=CC=4)C(C)(C)C=3C=CC=2)C=CC=CC=1. Product: [C:1]([O:5][C:6](=[O:18])[NH:7][CH2:8][C:9]1[CH:14]=[C:13]([N:23]2[CH2:24][CH2:25][N:20]([CH3:19])[CH2:21][CH2:22]2)[CH:12]=[C:11]([Cl:16])[C:10]=1[F:17])([CH3:4])([CH3:3])[CH3:2]. The catalyst class is: 167. (5) Reactant: [CH2:1]([N:5]1[C:13]2[C:8](=[CH:9][C:10]([C:14]([OH:16])=[O:15])=[CH:11][CH:12]=2)[C:7]([CH3:17])=[N:6]1)[CH:2]([CH3:4])[CH3:3].[N+](=[CH2:20])=[N-].C(OCC)C. Product: [CH3:20][O:15][C:14]([C:10]1[CH:9]=[C:8]2[C:13](=[CH:12][CH:11]=1)[N:5]([CH2:1][CH:2]([CH3:4])[CH3:3])[N:6]=[C:7]2[CH3:17])=[O:16]. The catalyst class is: 2. (6) Reactant: C[O:2][C:3](=[O:32])[CH2:4][O:5][C:6]1[CH:14]=[C:13]2[CH2:15][CH2:16][CH2:17][CH2:18][C:12]2=[C:11]2[C:7]=1[C:8]([C:27](=[O:31])[C:28]([NH2:30])=[O:29])=[C:9]([CH3:26])[N:10]2[CH2:19][C:20]1[CH:25]=[CH:24][CH:23]=[CH:22][CH:21]=1.[OH-].[Li+]. Product: [NH2:30][C:28](=[O:29])[C:27]([C:8]1[C:7]2[C:11](=[C:12]3[CH2:18][CH2:17][CH2:16][CH2:15][C:13]3=[CH:14][C:6]=2[O:5][CH2:4][C:3]([OH:32])=[O:2])[N:10]([CH2:19][C:20]2[CH:25]=[CH:24][CH:23]=[CH:22][CH:21]=2)[C:9]=1[CH3:26])=[O:31]. The catalyst class is: 24.